From a dataset of Forward reaction prediction with 1.9M reactions from USPTO patents (1976-2016). Predict the product of the given reaction. (1) Given the reactants [C:1]([O:5][CH2:6][CH2:7][N:8]1[CH2:12][CH2:11][CH2:10][C@@H:9]1[CH2:13][O:14][C:15]1[C:16]([O:28][CH3:29])=[CH:17][C:18]([C:26]#[N:27])=[C:19]([N:21]=[CH:22]N(C)C)[CH:20]=1)([CH3:4])([CH3:3])[CH3:2].[NH2:30][C:31]1[CH:35]=[C:34]([CH2:36][C:37]([OH:39])=[O:38])[NH:33][N:32]=1, predict the reaction product. The product is: [C:1]([O:5][CH2:6][CH2:7][N:8]1[CH2:12][CH2:11][CH2:10][C@@H:9]1[CH2:13][O:14][C:15]1[CH:20]=[C:19]2[C:18]([C:26]([NH:30][C:31]3[CH:35]=[C:34]([CH2:36][C:37]([OH:39])=[O:38])[NH:33][N:32]=3)=[N:27][CH:22]=[N:21]2)=[CH:17][C:16]=1[O:28][CH3:29])([CH3:2])([CH3:4])[CH3:3]. (2) Given the reactants [F:1][C:2]1[CH:7]=[CH:6][C:5]([C:8]2[C:12]([CH:13]=[CH2:14])=[C:11]([NH2:15])[N:10]([C:16]3[CH:21]=[CH:20][CH:19]=[CH:18][C:17]=3[CH3:22])[N:9]=2)=[CH:4][CH:3]=1, predict the reaction product. The product is: [CH2:13]([C:12]1[C:8]([C:5]2[CH:4]=[CH:3][C:2]([F:1])=[CH:7][CH:6]=2)=[N:9][N:10]([C:16]2[CH:21]=[CH:20][CH:19]=[CH:18][C:17]=2[CH3:22])[C:11]=1[NH2:15])[CH3:14]. (3) Given the reactants [F:1][C:2]1[CH:19]=[C:18]([F:20])[CH:17]=[CH:16][C:3]=1[CH2:4][N:5]1[C:14]2[C:9](=[CH:10][CH:11]=[CH:12][CH:13]=2)[CH2:8][CH:7]([NH2:15])[CH2:6]1.Cl[C:22]1[N:27]=[C:26]([NH2:28])[N:25]=[C:24]2[NH:29][N:30]=[CH:31][C:23]=12.C(N(C(C)C)CC)(C)C.O, predict the reaction product. The product is: [F:1][C:2]1[CH:19]=[C:18]([F:20])[CH:17]=[CH:16][C:3]=1[CH2:4][N:5]1[C:14]2[C:9](=[CH:10][CH:11]=[CH:12][CH:13]=2)[CH2:8][CH:7]([NH:15][C:22]2[N:27]=[C:26]([NH2:28])[N:25]=[C:24]3[NH:29][N:30]=[CH:31][C:23]=23)[CH2:6]1. (4) Given the reactants CO[CH:3](OC)[CH2:4][CH:5](OC)OC.[Cl:12][C:13]1[CH:22]=[C:21]([Cl:23])[C:20]([NH:24][NH2:25])=[CH:19][C:14]=1[C:15]([O:17][CH3:18])=[O:16], predict the reaction product. The product is: [Cl:12][C:13]1[CH:22]=[C:21]([Cl:23])[C:20]([N:24]2[CH:5]=[CH:4][CH:3]=[N:25]2)=[CH:19][C:14]=1[C:15]([O:17][CH3:18])=[O:16]. (5) Given the reactants [Cl:1][C:2]1[N:7]=[CH:6][N:5]=[C:4]([C:8](Cl)=[O:9])[CH:3]=1.ClC1N=CN=C(C(NC2C=CC(O)=CC=2)=O)C=1.[C:28]([O:32][C:33](=[O:43])[NH:34][CH2:35][C:36]1[CH:41]=[CH:40][C:39]([NH2:42])=[CH:38][CH:37]=1)([CH3:31])([CH3:30])[CH3:29].CCN(C(C)C)C(C)C, predict the reaction product. The product is: [Cl:1][C:2]1[N:7]=[CH:6][N:5]=[C:4]([C:8]([NH:42][C:39]2[CH:40]=[CH:41][C:36]([CH2:35][NH:34][C:33](=[O:43])[O:32][C:28]([CH3:30])([CH3:31])[CH3:29])=[CH:37][CH:38]=2)=[O:9])[CH:3]=1. (6) Given the reactants [CH:1](=O)[CH2:2][CH2:3][CH2:4]C.[BH3-][C:8]#[N:9].[Na+].[NH:11]1[CH2:15][CH2:14][N:13]=[C:12]1[CH2:16][CH:17]([C:24]1[CH:25]=[C:26](N)[CH:27]=[CH:28][CH:29]=1)[C:18]1[CH:23]=[CH:22][CH:21]=[CH:20][N:19]=1.N#N, predict the reaction product. The product is: [NH:11]1[CH2:15][CH2:14][N:13]=[C:12]1[CH2:16][CH:17]([C:24]1[CH:25]=[C:26]([CH2:1][CH2:2][CH2:3][CH2:4][CH2:8][NH2:9])[CH:27]=[CH:28][CH:29]=1)[C:18]1[CH:23]=[CH:22][CH:21]=[CH:20][N:19]=1.